From a dataset of Catalyst prediction with 721,799 reactions and 888 catalyst types from USPTO. Predict which catalyst facilitates the given reaction. (1) Reactant: C(OC([N:8]1[C:12]2[CH:13]=[CH:14][C:15]([NH:18][C:19]([NH:31][C:32]([O:34][CH2:35][C:36]3[CH:41]=[CH:40][CH:39]=[CH:38][CH:37]=3)=[O:33])=[N:20][C:21]([O:23][CH2:24][C:25]3[CH:30]=[CH:29][CH:28]=[CH:27][CH:26]=3)=[O:22])=[C:16]([CH3:17])[C:11]=2[N:10]=[CH:9]1)=O)(C)(C)C.FC(F)(F)C(O)=O. Product: [CH2:24]([O:23][C:21]([N:20]=[C:19]([NH:31][C:32]([O:34][CH2:35][C:36]1[CH:41]=[CH:40][CH:39]=[CH:38][CH:37]=1)=[O:33])[NH:18][C:15]1[CH:14]=[CH:13][C:12]2[N:8]=[CH:9][NH:10][C:11]=2[C:16]=1[CH3:17])=[O:22])[C:25]1[CH:30]=[CH:29][CH:28]=[CH:27][CH:26]=1. The catalyst class is: 2. (2) Reactant: [CH3:1][Si](C=[N+]=[N-])(C)C.[N:8]1[C:17]2[C:12](=[CH:13][C:14]([CH2:18][C:19]([OH:21])=[O:20])=[CH:15][CH:16]=2)[N:11]=[CH:10][CH:9]=1. Product: [CH3:1][O:20][C:19](=[O:21])[CH2:18][C:14]1[CH:13]=[C:12]2[C:17](=[CH:16][CH:15]=1)[N:8]=[CH:9][CH:10]=[N:11]2. The catalyst class is: 224. (3) Product: [Cl:8][C:9]1[CH:10]=[C:11]([C:20]([C:22]([F:25])([F:24])[F:23])=[CH2:21])[CH:12]=[C:13]([Cl:15])[CH:14]=1. Reactant: O1CCCC1.[OH-].[K+].[Cl:8][C:9]1[CH:10]=[C:11](B(O)O)[CH:12]=[C:13]([Cl:15])[CH:14]=1.Br[C:20]([C:22]([F:25])([F:24])[F:23])=[CH2:21]. The catalyst class is: 276. (4) Reactant: [F:1][C:2]1[CH:23]=[C:22]2[C:5]([C:6](=O)[CH2:7][C:8]3([O:21]2)[CH2:13][CH2:12][N:11](C(OC(C)(C)C)=O)[CH2:10][CH2:9]3)=[CH:4][CH:3]=1.O1CCCC1.B.Cl. Product: [F:1][C:2]1[CH:23]=[C:22]2[C:5]([CH:6]=[CH:7][C:8]3([O:21]2)[CH2:9][CH2:10][NH:11][CH2:12][CH2:13]3)=[CH:4][CH:3]=1. The catalyst class is: 7. (5) Reactant: [H-].[K+].N#N.[CH2:5]([N:12]([CH2:19][C:20]1[CH:25]=[CH:24][CH:23]=[CH:22][CH:21]=1)[CH2:13][CH2:14][C:15]([CH3:18])([OH:17])[CH3:16])[C:6]1[CH:11]=[CH:10][CH:9]=[CH:8][CH:7]=1.[CH3:26]I. Product: [CH2:19]([N:12]([CH2:5][C:6]1[CH:11]=[CH:10][CH:9]=[CH:8][CH:7]=1)[CH2:13][CH2:14][C:15]([O:17][CH3:26])([CH3:18])[CH3:16])[C:20]1[CH:21]=[CH:22][CH:23]=[CH:24][CH:25]=1. The catalyst class is: 1.